From a dataset of Peptide-MHC class II binding affinity with 134,281 pairs from IEDB. Regression. Given a peptide amino acid sequence and an MHC pseudo amino acid sequence, predict their binding affinity value. This is MHC class II binding data. (1) The peptide sequence is EVVKANGGYLAAGKL. The MHC is HLA-DPA10301-DPB10402 with pseudo-sequence HLA-DPA10301-DPB10402. The binding affinity (normalized) is 0.239. (2) The MHC is DRB3_0202 with pseudo-sequence DRB3_0202. The binding affinity (normalized) is 0.395. The peptide sequence is NLADAVSKAPQLVPK. (3) The peptide sequence is SQDLELSWNLNGLLAY. The MHC is DRB1_0802 with pseudo-sequence DRB1_0802. The binding affinity (normalized) is 0.150. (4) The peptide sequence is VSAIVGAAASVFVCL. The MHC is DRB1_0404 with pseudo-sequence DRB1_0404. The binding affinity (normalized) is 0.0984. (5) The peptide sequence is AATGAATAATGGYKV. The MHC is HLA-DPA10201-DPB10101 with pseudo-sequence HLA-DPA10201-DPB10101. The binding affinity (normalized) is 0. (6) The peptide sequence is PGPNITATYGGKWLD. The MHC is DRB1_0901 with pseudo-sequence DRB1_0901. The binding affinity (normalized) is 0.172.